This data is from Full USPTO retrosynthesis dataset with 1.9M reactions from patents (1976-2016). The task is: Predict the reactants needed to synthesize the given product. (1) Given the product [F:37][C:34]1[CH:33]=[CH:32][C:31]([CH2:30][N:27]2[CH2:28][CH2:29][C:24]([CH2:23][NH:22][C:21]([CH:10]3[CH2:9][NH:8][C:13]4[CH:14]=[C:15]([Cl:20])[C:16]([O:18][CH3:19])=[CH:17][C:12]=4[O:11]3)=[O:39])([OH:38])[CH2:25][CH2:26]2)=[CH:36][CH:35]=1, predict the reactants needed to synthesize it. The reactants are: C(OC([N:8]1[C:13]2[CH:14]=[C:15]([Cl:20])[C:16]([O:18][CH3:19])=[CH:17][C:12]=2[O:11][CH:10]([C:21](=[O:39])[NH:22][CH2:23][C:24]2([OH:38])[CH2:29][CH2:28][N:27]([CH2:30][C:31]3[CH:36]=[CH:35][C:34]([F:37])=[CH:33][CH:32]=3)[CH2:26][CH2:25]2)[CH2:9]1)=O)(C)(C)C.FC(F)(F)C(O)=O. (2) The reactants are: [Cl:1][C:2]1[CH:10]=[CH:9][CH:8]=[C:7]2[C:3]=1[C:4]([C:14]([O:16][CH3:17])=[O:15])=[CH:5][N:6]2[CH2:11][CH2:12][OH:13].[F:18][C:19]([F:27])(S(F)(=O)=O)C(O)=O. Given the product [Cl:1][C:2]1[CH:10]=[CH:9][CH:8]=[C:7]2[C:3]=1[C:4]([C:14]([O:16][CH3:17])=[O:15])=[CH:5][N:6]2[CH2:11][CH2:12][O:13][CH:19]([F:27])[F:18], predict the reactants needed to synthesize it. (3) Given the product [C:22]([S:25](/[N:27]=[CH:2]/[CH2:3][C:4]1([C:17]([O:19][CH3:20])=[O:18])[CH2:9][CH2:8][N:7]([C:10]([O:12][C:13]([CH3:16])([CH3:15])[CH3:14])=[O:11])[CH2:6][CH2:5]1)=[O:26])([CH3:24])([CH3:23])[CH3:21], predict the reactants needed to synthesize it. The reactants are: O=[CH:2][CH2:3][C:4]1([C:17]([O:19][CH3:20])=[O:18])[CH2:9][CH2:8][N:7]([C:10]([O:12][C:13]([CH3:16])([CH3:15])[CH3:14])=[O:11])[CH2:6][CH2:5]1.[CH3:21][C:22]([S:25]([NH2:27])=[O:26])([CH3:24])[CH3:23].